Dataset: Forward reaction prediction with 1.9M reactions from USPTO patents (1976-2016). Task: Predict the product of the given reaction. (1) Given the reactants CC1C=C(C)C=C(C)C=1S([O-])(=O)=O.[NH2:14][N+:15]1[CH:20]=[C:19]([CH2:21][OH:22])[CH:18]=[CH:17][C:16]=1[O:23][CH3:24].[CH2:25]([O:27][C:28](=[O:38])[C:29]#[C:30][CH:31]([O:35][CH2:36][CH3:37])[O:32][CH2:33][CH3:34])[CH3:26].C(=O)([O-])[O-].[K+].[K+], predict the reaction product. The product is: [CH2:25]([O:27][C:28]([C:29]1[C:30]([CH:31]([O:35][CH2:36][CH3:37])[O:32][CH2:33][CH3:34])=[N:14][N:15]2[C:16]([O:23][CH3:24])=[CH:17][CH:18]=[C:19]([CH2:21][OH:22])[C:20]=12)=[O:38])[CH3:26]. (2) Given the reactants CO[C:3]1[CH:28]=[CH:27][C:6]([CH2:7][N:8]2[C:16]([S:17][CH3:18])=[C:15]3[C:10]([N:11]([CH2:22][C:23]([CH3:26])([CH3:25])[CH3:24])[C:12](=[O:21])[N:13]([CH3:20])[C:14]3=[O:19])=[N:9]2)=[CH:5][CH:4]=1.ClCC1C=CC([CH:37]2[CH2:42][CH2:41][CH2:40][CH2:39][N:38]2[CH3:43])=CC=1, predict the reaction product. The product is: [CH3:20][N:13]1[C:14](=[O:19])[C:15]2=[C:16]([S:17][CH3:18])[N:8]([CH2:7][C:6]3[CH:27]=[CH:28][C:3]([CH:37]4[CH2:42][CH2:41][CH2:40][CH2:39][N:38]4[CH3:43])=[CH:4][CH:5]=3)[N:9]=[C:10]2[N:11]([CH2:22][C:23]([CH3:25])([CH3:24])[CH3:26])[C:12]1=[O:21].